Dataset: Merck oncology drug combination screen with 23,052 pairs across 39 cell lines. Task: Regression. Given two drug SMILES strings and cell line genomic features, predict the synergy score measuring deviation from expected non-interaction effect. (1) Drug 1: CN1C(=O)C=CC2(C)C3CCC4(C)C(NC(=O)OCC(F)(F)F)CCC4C3CCC12. Drug 2: COc1cc(C2c3cc4c(cc3C(OC3OC5COC(C)OC5C(O)C3O)C3COC(=O)C23)OCO4)cc(OC)c1O. Cell line: KPL1. Synergy scores: synergy=29.7. (2) Drug 1: COC1=C2CC(C)CC(OC)C(O)C(C)C=C(C)C(OC(N)=O)C(OC)C=CC=C(C)C(=O)NC(=CC1=O)C2=O. Drug 2: Cn1c(=O)n(-c2ccc(C(C)(C)C#N)cc2)c2c3cc(-c4cnc5ccccc5c4)ccc3ncc21. Cell line: T47D. Synergy scores: synergy=155. (3) Drug 1: O=S1(=O)NC2(CN1CC(F)(F)F)C1CCC2Cc2cc(C=CCN3CCC(C(F)(F)F)CC3)ccc2C1. Drug 2: COc1cc(C2c3cc4c(cc3C(OC3OC5COC(C)OC5C(O)C3O)C3COC(=O)C23)OCO4)cc(OC)c1O. Cell line: OV90. Synergy scores: synergy=3.30. (4) Drug 1: Cn1c(=O)n(-c2ccc(C(C)(C)C#N)cc2)c2c3cc(-c4cnc5ccccc5c4)ccc3ncc21. Drug 2: CNC(=O)c1cc(Oc2ccc(NC(=O)Nc3ccc(Cl)c(C(F)(F)F)c3)cc2)ccn1. Cell line: A2058. Synergy scores: synergy=5.71. (5) Drug 1: N.N.O=C(O)C1(C(=O)O)CCC1.[Pt]. Drug 2: CS(=O)(=O)CCNCc1ccc(-c2ccc3ncnc(Nc4ccc(OCc5cccc(F)c5)c(Cl)c4)c3c2)o1. Cell line: T47D. Synergy scores: synergy=-6.69.